This data is from Full USPTO retrosynthesis dataset with 1.9M reactions from patents (1976-2016). The task is: Predict the reactants needed to synthesize the given product. Given the product [C:35]12([NH:40][C:29]([C:28]3[CH:27]=[C:26]([C:18]4[C:19]([CH2:21][S:22]([CH3:25])(=[O:24])=[O:23])=[CH:20][C:10]5[O:9][C:8]([C:5]6[CH:4]=[CH:3][C:2]([F:1])=[CH:7][CH:6]=6)=[C:12]([C:13]([NH:14][CH3:15])=[O:16])[C:11]=5[CH:17]=4)[CH:34]=[CH:33][CH:32]=3)=[O:30])[CH2:39][CH:37]([CH2:38]1)[CH2:36]2, predict the reactants needed to synthesize it. The reactants are: [F:1][C:2]1[CH:7]=[CH:6][C:5]([C:8]2[O:9][C:10]3[CH:20]=[C:19]([CH2:21][S:22]([CH3:25])(=[O:24])=[O:23])[C:18]([C:26]4[CH:27]=[C:28]([CH:32]=[CH:33][CH:34]=4)[C:29](O)=[O:30])=[CH:17][C:11]=3[C:12]=2[C:13](=[O:16])[NH:14][CH3:15])=[CH:4][CH:3]=1.[C:35]12([NH2:40])[CH2:39][CH:37]([CH2:38]1)[CH2:36]2.Cl.F[P-](F)(F)(F)(F)F.N1(O[P+](N(C)C)(N(C)C)N(C)C)C2C=CC=CC=2N=N1.